Dataset: Experimentally validated miRNA-target interactions with 360,000+ pairs, plus equal number of negative samples. Task: Binary Classification. Given a miRNA mature sequence and a target amino acid sequence, predict their likelihood of interaction. (1) The miRNA is hsa-miR-506-5p with sequence UAUUCAGGAAGGUGUUACUUAA. The protein sequence of the target gene is MEANMPKRKEPGRSLRIKVISMGNAEVGKSCIIKRYCEKRFVSKYLATIGIDYGVTKVHVRDREIKVNIFDMAGHPFFYEVRNEFYKDTQGVILVYDVGQKDSFDALDAWLAEMKQELGPHGNMENIIFVVCANKIDCTKHRCVDESEGRLWAESKGFLYFETSAQTGEGINEMFQTFYISIVDLCENGGKRPTTNSSASFTKEQADAIRRIRNSKDSWDMLGVKPGASRDEVNKAYRKLAVLLHPDKCVAPGSEDAFKAVVNARTALLKNIK. Result: 1 (interaction). (2) The protein sequence of the target gene is MLSLNNLQNIIYNPIIPYVGTITEQLKPGSLIVIRGHVPKDSERFQVDFQLGNSLKPRADVAFHFNPRFKRSSCIVCNTLTQEKWGWEEITYDMPFRKEKSFEIVFMVLKNKFQVAVNGRHVLLYAHRISPEQIDTVGIYGKVNIHSIGFRFSSDLQSMETSALGLTQINRENIQKPGKLQLSLPFEARLNASMGPGRTVVIKGEVNTNARSFNVDLVAGKTRDIALHLNPRLNVKAFVRNSFLQDAWGEEERNITCFPFSSGMYFEMIIYCDVREFKVAINGVHSLEYKHRFKDLSSID.... The miRNA is dre-miR-206-3p with sequence UGGAAUGUAAGGAAGUGUGUGG. Result: 0 (no interaction). (3) The miRNA is gga-let-7a-5p with sequence UGAGGUAGUAGGUUGUAUAGUU. The protein sequence of the target gene is MAQASRSGSLPPLVIVPPLRAQPGGTGEEQWERSRTGGLRWEVHCWPSGTSGGTPWWPTPADVSEDYEADAAAWRRGPAGGGPIPPALQRLRAVLLRLHREREQLLQARDCAYHLQSAVRLMKTLSPGSPSGGPSPLPQWCRDLQLHPSQGAVLRIGPGETLEPLLLARPIGLAAQCLEAVIEMQLRALGREPASPGLSSQLAELLFALPAYHTLQRKALSHVPGAARPFPTSRVLRLLTGERGCQVASRLDEALQGSALRDQLRRRCQEEGDLLPGLLGLVGGVAGSASCGLGLGGAGA.... Result: 0 (no interaction). (4) The miRNA is hsa-miR-20b-5p with sequence CAAAGUGCUCAUAGUGCAGGUAG. The protein sequence of the target gene is MAGLRRPQPGCYCRTAAAVNLLLGVFQVLLPCCRPGGAQGQAIEPLPNVVELWQAEEGELLLPTQGDSEEGLEEPSQEQSFSDKLFSGKGLHFQPSVLDFGIQFLGHPVAKILHAYNPSRDSEVVVNSVFAAAGHFHVPPVPCRVIPAMGKTSFRIIFLPTEEGSIESSLFINTSSYGVLSYHVSGIGTRRISTEGSAKQLPNAYFLLPKVQSIQLSQMQAETTNTSLLQVQLECSLHNKVCQQLKGCYLESDDVLRLQMSIMVTMENFSKEFEENTQHLLDHLSIVYVATDESETSDDS.... Result: 1 (interaction). (5) The miRNA is hsa-miR-302b-5p with sequence ACUUUAACAUGGAAGUGCUUUC. The protein sequence of the target gene is MFFACYCALRTNVKKYRYQDEDAPHDHSLPRLTHEVRGPELVHVSEKNLSQIENVHGYVLQSHISPLKASPAPIIVNTDTLDTIPYVNGTEIEYEFEEITLERGNSGLGFSIAGGTDNPHIGDDPGIFITKIIPGGAAAEDGRLRVNDCILRVNEVDVSEVSHSKAVEALKEAGSIVRLYVRRRRPILETVVEIKLFKGPKGLGFSIAGGVGNQHIPGDNSIYVTKIIDGGAAQKDGRLQVGDRLLMVNNYSLEEVTHEEAVAILKNTSEVVYLKVGKPTTIYMTDPYGPPDITHSYSPP.... Result: 0 (no interaction). (6) The miRNA is mmu-miR-210-5p with sequence AGCCACUGCCCACCGCACACUG. The protein sequence of the target gene is MQQWSLLVVSFLLSPVPVSAIKELPKAKKYEVVYPIRLHPLRKRETQEPEPKETFETELRYKMTVNGKVAVLYLKKNNKLLAPDYSETYYNSSGNKVTTSPQIMDSCYYQGHIVNEKVSAASISTCQGLRGYISQGDEKYFIEPLSSENLDEQAHALFKDDSNEDQEKSNCGVDDALWLQGLHQDVALPATRLIKLNDGMVQEPKKYIEYYVVLDNGEFKKYNKNLAEIRKIVLEMANYINMLYNKLDAHVALVGVEIWTDGDKIKITPDANTTLENFSKWRGNDLLKRKHHDIAQLISS.... Result: 0 (no interaction).